From a dataset of Forward reaction prediction with 1.9M reactions from USPTO patents (1976-2016). Predict the product of the given reaction. (1) Given the reactants [CH3:1][C:2]([C:4]1[CH:9]=[C:8]([F:10])[C:7]([F:11])=[C:6]([F:12])[CH:5]=1)=[O:3].B(Cl)([C@@H]1[C@@H](C)[C@@H]2C(C)(C)[C@@H](C2)C1)[C@@H]1[C@@H](C)[C@@H]2C(C)(C)[C@@H](C2)C1, predict the reaction product. The product is: [F:10][C:8]1[CH:9]=[C:4]([C@H:2]([OH:3])[CH3:1])[CH:5]=[C:6]([F:12])[C:7]=1[F:11]. (2) Given the reactants [I:1][C:2]1[CH:7]=[CH:6][C:5]2[C:8]3[CH2:13][CH2:12][N:11]([C:14]([O:16][C:17]([CH3:20])([CH3:19])[CH3:18])=[O:15])C[C:9]=3[O:21][C:4]=2[CH:3]=1.Cl.IC1C=CC2C(CCN)=COC=2C=1, predict the reaction product. The product is: [C:17]([O:16][C:14](=[O:15])[NH:11][CH2:12][CH2:13][C:8]1[C:5]2[CH:6]=[CH:7][C:2]([I:1])=[CH:3][C:4]=2[O:21][CH:9]=1)([CH3:20])([CH3:18])[CH3:19].